Dataset: Reaction yield outcomes from USPTO patents with 853,638 reactions. Task: Predict the reaction yield, written as a fraction of the theoretical maximum amount of product (1.0 means a 100% yield; for example, 0.34 means a 34% yield). (1) The reactants are [F:1][C:2]1[C:3]([CH:9]2[CH2:13][CH2:12][CH2:11][O:10]2)=[C:4]([CH:6]=[CH:7][CH:8]=1)[NH2:5].[Br:14]N1C(=O)CCC1=O. The catalyst is C(OC)(C)(C)C.C(#N)C.CCCCCC. The product is [Br:14][C:8]1[CH:7]=[CH:6][C:4]([NH2:5])=[C:3]([CH:9]2[CH2:13][CH2:12][CH2:11][O:10]2)[C:2]=1[F:1]. The yield is 0.900. (2) The reactants are [CH:1]12[CH:12]=[CH:11][CH:7]([CH:8]3[CH:10]1[CH2:9]3)[CH:6]1[CH:2]2[C:3](=[O:14])[O:4][C:5]1=[O:13].[CH3:15][OH:16]. No catalyst specified. The product is [CH3:15][O:16][C:3]([CH:2]1[CH:1]2[CH:12]=[CH:11][CH:7]([CH:8]3[CH:10]2[CH2:9]3)[CH:6]1[C:5]([OH:4])=[O:13])=[O:14]. The yield is 0.940. (3) The reactants are [O:1]1[C:5]2[CH:6]=[CH:7][C:8]([C:10]3([C:13]([NH:15][C:16]4[CH:17]=[C:18]([C:23]5[CH:28]=[CH:27][C:26]([CH2:29]O)=[CH:25][CH:24]=5)[C:19]([CH3:22])=[CH:20][CH:21]=4)=[O:14])[CH2:12][CH2:11]3)=[CH:9][C:4]=2[O:3][CH2:2]1.CS(Cl)(=O)=O.[CH:36]([N:39](CC)C(C)C)(C)C.CN.C1COCC1. The catalyst is ClCCl. The product is [O:1]1[C:5]2[CH:6]=[CH:7][C:8]([C:10]3([C:13]([NH:15][C:16]4[CH:17]=[C:18]([C:23]5[CH:28]=[CH:27][C:26]([CH2:29][NH:39][CH3:36])=[CH:25][CH:24]=5)[C:19]([CH3:22])=[CH:20][CH:21]=4)=[O:14])[CH2:12][CH2:11]3)=[CH:9][C:4]=2[O:3][CH2:2]1. The yield is 0.600.